This data is from Catalyst prediction with 721,799 reactions and 888 catalyst types from USPTO. The task is: Predict which catalyst facilitates the given reaction. (1) Reactant: [NH2:1][C:2]1[C:7]([OH:8])=[CH:6][C:5]([Br:9])=[CH:4][N:3]=1.CCN(CC)CC.[CH3:17][C:18]([O:21][C:22](O[C:22]([O:21][C:18]([CH3:20])([CH3:19])[CH3:17])=[O:23])=[O:23])([CH3:20])[CH3:19].O. Product: [Br:9][C:5]1[CH:6]=[C:7]([OH:8])[C:2]([NH:1][C:22]([O:21][C:18]([CH3:20])([CH3:19])[CH3:17])=[O:23])=[N:3][CH:4]=1. The catalyst class is: 4. (2) Reactant: [CH3:1][O:2][C:3]1[CH:4]=[N:5][C:6]2[C:11]([CH:12]=1)=[CH:10][C:9]([CH:13]([CH3:21])[C:14](OC(C)(C)C)=O)=[CH:8][CH:7]=2.[C:22]1([C:28]2[N:33]=[N:32][C:31]([NH:34][NH2:35])=[CH:30][CH:29]=2)[CH:27]=[CH:26][CH:25]=[CH:24][CH:23]=1.Cl.[OH-].[Na+]. Product: [CH3:1][O:2][C:3]1[CH:4]=[N:5][C:6]2[C:11]([CH:12]=1)=[CH:10][C:9]([CH:13]([C:14]1[N:32]3[N:33]=[C:28]([C:22]4[CH:27]=[CH:26][CH:25]=[CH:24][CH:23]=4)[CH:29]=[CH:30][C:31]3=[N:34][N:35]=1)[CH3:21])=[CH:8][CH:7]=2. The catalyst class is: 6.